Dataset: Reaction yield outcomes from USPTO patents with 853,638 reactions. Task: Predict the reaction yield, written as a fraction of the theoretical maximum amount of product (1.0 means a 100% yield; for example, 0.34 means a 34% yield). (1) The reactants are [O:1]=[C:2]1[CH2:7][O:6][C:5]2[CH:8]=[CH:9][C:10]([CH:12]=O)=[N:11][C:4]=2[NH:3]1.[CH3:14][O:15][C:16]1[CH:25]=[C:24]2[C:19]([N:20]=[CH:21][C:22]([S:26][CH2:27][CH2:28][N:29]3[CH2:34][CH2:33][CH:32]([NH2:35])[CH2:31][CH2:30]3)=[N:23]2)=[CH:18][CH:17]=1. No catalyst specified. The product is [CH3:14][O:15][C:16]1[CH:25]=[C:24]2[C:19]([N:20]=[CH:21][C:22]([S:26][CH2:27][CH2:28][N:29]3[CH2:30][CH2:31][CH:32]([NH:35][CH2:12][C:10]4[CH:9]=[CH:8][C:5]5[O:6][CH2:7][C:2](=[O:1])[NH:3][C:4]=5[N:11]=4)[CH2:33][CH2:34]3)=[N:23]2)=[CH:18][CH:17]=1. The yield is 0.440. (2) The reactants are Br[C:2]1[C:3]([CH:8]2[CH2:11][N:10]([C:12]3[CH:21]=[CH:20][C:19]4[C:14](=[CH:15][CH:16]=[CH:17][CH:18]=4)[N:13]=3)[CH2:9]2)=[N:4][CH:5]=[CH:6][CH:7]=1.[CH3:22][O:23][C:24]1[CH:25]=[C:26](B(O)O)[CH:27]=[CH:28][CH:29]=1.[O-]P([O-])([O-])=O.[K+].[K+].[K+]. The catalyst is O1CCOCC1.O.C1C=CC(P(C2C=CC=CC=2)[C-]2C=CC=C2)=CC=1.C1C=CC(P(C2C=CC=CC=2)[C-]2C=CC=C2)=CC=1.Cl[Pd]Cl.[Fe+2]. The product is [CH3:22][O:23][C:24]1[CH:29]=[C:28]([C:2]2[C:3]([CH:8]3[CH2:11][N:10]([C:12]4[CH:21]=[CH:20][C:19]5[C:14](=[CH:15][CH:16]=[CH:17][CH:18]=5)[N:13]=4)[CH2:9]3)=[N:4][CH:5]=[CH:6][CH:7]=2)[CH:27]=[CH:26][CH:25]=1. The yield is 0.360.